This data is from Full USPTO retrosynthesis dataset with 1.9M reactions from patents (1976-2016). The task is: Predict the reactants needed to synthesize the given product. (1) The reactants are: C(N[C:5]1[C:6]([N+:15]([O-:17])=[O:16])=[C:7]([CH:11]=[CH:12][C:13]=1[CH3:14])[C:8]([OH:10])=[O:9])(=O)C.[OH-:18].[K+].Cl. Given the product [OH:18][C:5]1[C:6]([N+:15]([O-:17])=[O:16])=[C:7]([CH:11]=[CH:12][C:13]=1[CH3:14])[C:8]([OH:10])=[O:9], predict the reactants needed to synthesize it. (2) Given the product [CH3:1][O:2][C:3](=[O:28])[C@@H:4]([NH:20][C:21]([O:23][C:24]([CH3:26])([CH3:25])[CH3:27])=[O:22])[CH2:5][C:6]1[CH:11]=[CH:10][CH:9]=[C:8]([OH:12])[CH:7]=1, predict the reactants needed to synthesize it. The reactants are: [CH3:1][O:2][C:3](=[O:28])[C@@H:4]([NH:20][C:21]([O:23][C:24]([CH3:27])([CH3:26])[CH3:25])=[O:22])[CH2:5][C:6]1[CH:11]=[CH:10][CH:9]=[C:8]([O:12]CC2C=CC=CC=2)[CH:7]=1. (3) The reactants are: [Cl:1][C:2]1[CH:7]=[CH:6][C:5]([S:8]([NH:11][C@H:12]([C:15]2[CH:20]=[CH:19][CH:18]=[CH:17][CH:16]=2)[CH2:13][CH3:14])(=[O:10])=[O:9])=[CH:4][CH:3]=1.O[CH2:22][C:23]1[CH:32]=[CH:31][C:26]([C:27]([O:29][CH3:30])=[O:28])=[CH:25][CH:24]=1.C1(P(C2C=CC=CC=2)C2C=CC=CC=2)C=CC=CC=1.CC(OC(/N=N/C(OC(C)C)=O)=O)C. Given the product [CH3:30][O:29][C:27](=[O:28])[C:26]1[CH:31]=[CH:32][C:23]([CH2:22][N:11]([C@H:12]([C:15]2[CH:16]=[CH:17][CH:18]=[CH:19][CH:20]=2)[CH2:13][CH3:14])[S:8]([C:5]2[CH:6]=[CH:7][C:2]([Cl:1])=[CH:3][CH:4]=2)(=[O:10])=[O:9])=[CH:24][CH:25]=1, predict the reactants needed to synthesize it.